This data is from Forward reaction prediction with 1.9M reactions from USPTO patents (1976-2016). The task is: Predict the product of the given reaction. (1) Given the reactants FC([C:4]([O:10][C:11]([C:14]([C:17]([C:20]([C:23]([C:26](F)=[O:27])([F:25])[F:24])([F:22])[F:21])([F:19])[F:18])([F:16])[F:15])([F:13])[F:12])([C:6]([F:9])([F:8])[F:7])[F:5])=O.FC(F)(F)C1(F)[O:35]C1(F)F.FC(F)(C(F)(F)C(F)(F)C(F)(F)C(F)=O)C(F)=O.C(=O)([O-])[O-].[Na+].[Na+].C(=O)=O.S(=O)(=O)(O)O, predict the reaction product. The product is: [C:6]([CH:4]([O:10][C:11]([C:14]([C:17]([C:20]([C:23]([C:26]([OH:35])=[O:27])([F:24])[F:25])([F:21])[F:22])([F:19])[F:18])([F:15])[F:16])([F:12])[F:13])[F:5])([F:9])([F:7])[F:8]. (2) Given the reactants Br[CH2:2][C:3]1[CH:4]=[C:5]([NH:9][C:10](=[O:12])[CH3:11])[CH:6]=[CH:7][CH:8]=1.C([O-])([O-])=O.[K+].[K+].[CH3:19][CH2:20][SH:21], predict the reaction product. The product is: [CH2:20]([S:21][CH2:2][C:3]1[CH:4]=[C:5]([NH:9][C:10](=[O:12])[CH3:11])[CH:6]=[CH:7][CH:8]=1)[CH3:19]. (3) Given the reactants [S:1]1[CH:5]=[C:4]([CH:6]=O)[C:3]2[CH:8]=[CH:9][CH:10]=[CH:11][C:2]1=2.[CH3:12][N:13]1[CH2:17][CH2:16][CH2:15][CH:14]1[CH2:18][CH2:19][NH2:20].[Na], predict the reaction product. The product is: [S:1]1[CH:5]=[C:4]([CH2:6][NH:20][CH2:19][CH2:18][CH:14]2[CH2:15][CH2:16][CH2:17][N:13]2[CH3:12])[C:3]2[CH:8]=[CH:9][CH:10]=[CH:11][C:2]1=2. (4) Given the reactants [F:1][C:2]1[CH:7]=[CH:6][C:5]([C@:8]([C:22]2[CH:27]=[C:26]([O:28][C:29]([F:34])([F:33])[CH:30]([F:32])[F:31])[CH:25]=[C:24]([F:35])[CH:23]=2)([N+:20]#[C-])[CH2:9][C:10]2[CH:19]=[CH:18][C:13]([C:14]([O:16][CH3:17])=[O:15])=[CH:12][CH:11]=2)=[CH:4][C:3]=1[O:36][CH:37]([CH3:39])[CH3:38].Cl, predict the reaction product. The product is: [NH2:20][C@:8]([C:5]1[CH:6]=[CH:7][C:2]([F:1])=[C:3]([O:36][CH:37]([CH3:39])[CH3:38])[CH:4]=1)([C:22]1[CH:27]=[C:26]([O:28][C:29]([F:34])([F:33])[CH:30]([F:32])[F:31])[CH:25]=[C:24]([F:35])[CH:23]=1)[CH2:9][C:10]1[CH:19]=[CH:18][C:13]([C:14]([O:16][CH3:17])=[O:15])=[CH:12][CH:11]=1. (5) Given the reactants [NH:1]1[C:9]2[C:4](=[CH:5][CH:6]=[CH:7][CH:8]=2)[CH2:3][C:2]1=[O:10].[Li+].C[Si]([N-][Si](C)(C)C)(C)C.C1COCC1.O=[C:27]1[C:35]2[C:30](=[CH:31][C:32]([C:36]([OH:38])=[O:37])=[CH:33][CH:34]=2)[CH2:29][O:28]1.Cl, predict the reaction product. The product is: [O:10]=[C:2]1[C:3](=[C:27]2[C:35]3[C:30](=[CH:31][C:32]([C:36]([OH:38])=[O:37])=[CH:33][CH:34]=3)[CH2:29][O:28]2)[C:4]2[C:9](=[CH:8][CH:7]=[CH:6][CH:5]=2)[NH:1]1. (6) The product is: [C:15]([N:5]1[C@@H:4]([CH:1]([CH3:3])[CH3:2])[CH2:8][O:7][C:6]1=[O:9])(=[O:22])[CH2:16][CH2:17][CH2:18][CH2:19][CH2:20][CH3:21]. Given the reactants [CH:1]([C@H:4]1[CH2:8][O:7][C:6](=[O:9])[NH:5]1)([CH3:3])[CH3:2].[Li]CCCC.[C:15](Cl)(=[O:22])[CH2:16][CH2:17][CH2:18][CH2:19][CH2:20][CH3:21], predict the reaction product.